This data is from Catalyst prediction with 721,799 reactions and 888 catalyst types from USPTO. The task is: Predict which catalyst facilitates the given reaction. (1) Reactant: [Cl:1][C:2]1[CH:41]=[CH:40][C:5]([CH2:6][N:7]2[C:15]3[C:10](=[CH:11][CH:12]=[CH:13][C:14]=3[C:16]([NH:18][C@H:19]([C:21]3[CH:26]=[CH:25][C:24]([C:27](=[O:39])[NH:28][S:29]([CH2:32][CH2:33][CH2:34][O:35]C(=O)C)(=[O:31])=[O:30])=[CH:23][CH:22]=3)[CH3:20])=[O:17])[CH:9]=[CH:8]2)=[CH:4][CH:3]=1.C1COCC1.[OH-].[Na+].Cl. Product: [Cl:1][C:2]1[CH:3]=[CH:4][C:5]([CH2:6][N:7]2[C:15]3[C:10](=[CH:11][CH:12]=[CH:13][C:14]=3[C:16]([NH:18][C@H:19]([C:21]3[CH:26]=[CH:25][C:24]([C:27](=[O:39])[NH:28][S:29]([CH2:32][CH2:33][CH2:34][OH:35])(=[O:31])=[O:30])=[CH:23][CH:22]=3)[CH3:20])=[O:17])[CH:9]=[CH:8]2)=[CH:40][CH:41]=1. The catalyst class is: 72. (2) Reactant: [NH2:1][CH:2]1[CH2:7][CH2:6][N:5]([C:8]([O:10][C:11]([CH3:14])([CH3:13])[CH3:12])=[O:9])[CH2:4][CH2:3]1.[Cl:15][C:16]1[CH:17]=[C:18]([CH:23]=O)[CH:19]=[N:20][C:21]=1[CH3:22].[O-]S([O-])(=O)=O.[Na+].[Na+].[BH-](OC(C)=O)(OC(C)=O)OC(C)=O.[Na+].C([O-])(O)=O.[Na+]. Product: [Cl:15][C:16]1[CH:17]=[C:18]([CH2:23][NH:1][CH:2]2[CH2:3][CH2:4][N:5]([C:8]([O:10][C:11]([CH3:14])([CH3:13])[CH3:12])=[O:9])[CH2:6][CH2:7]2)[CH:19]=[N:20][C:21]=1[CH3:22]. The catalyst class is: 26.